This data is from Forward reaction prediction with 1.9M reactions from USPTO patents (1976-2016). The task is: Predict the product of the given reaction. (1) Given the reactants [CH:1]1([C:4](=O)[CH2:5][C:6]#[N:7])[CH2:3][CH2:2]1.C([O-])(=O)C.[Na+].[CH2:14]([NH:16][NH2:17])[CH3:15].C([O-])(=O)C([O-])=O, predict the reaction product. The product is: [CH:1]1([C:4]2[CH:5]=[C:6]([NH2:7])[N:16]([CH2:14][CH3:15])[N:17]=2)[CH2:3][CH2:2]1. (2) Given the reactants [C:1]([O:5][C:6]([N:8]([C:32]([O:34][C:35]([CH3:38])([CH3:37])[CH3:36])=[O:33])[C:9]1[C:10]([C:16]2[N:20]([C:21]([O:23][C:24]([CH3:27])([CH3:26])[CH3:25])=[O:22])[C:19]3[CH:28]=[CH:29][CH:30]=[CH:31][C:18]=3[N:17]=2)=[N:11][C:12](Br)=[CH:13][N:14]=1)=[O:7])([CH3:4])([CH3:3])[CH3:2].[C:39]1([N:45]2[CH2:50][CH:49]=[C:48](B3OC(C)(C)C(C)(C)O3)[CH2:47][CH2:46]2)[CH:44]=[CH:43][CH:42]=[CH:41][CH:40]=1.C(P(C(C)(C)C)C1C=CC(N(C)C)=CC=1)(C)(C)C.C([O-])([O-])=O.[K+].[K+], predict the reaction product. The product is: [C:1]([O:5][C:6]([N:8]([C:32]([O:34][C:35]([CH3:38])([CH3:37])[CH3:36])=[O:33])[C:9]1[C:10]([C:16]2[N:20]([C:21]([O:23][C:24]([CH3:27])([CH3:26])[CH3:25])=[O:22])[C:19]3[CH:28]=[CH:29][CH:30]=[CH:31][C:18]=3[N:17]=2)=[N:11][C:12]([C:48]2[CH2:49][CH2:50][N:45]([C:39]3[CH:44]=[CH:43][CH:42]=[CH:41][CH:40]=3)[CH2:46][CH:47]=2)=[CH:13][N:14]=1)=[O:7])([CH3:4])([CH3:3])[CH3:2].